This data is from Full USPTO retrosynthesis dataset with 1.9M reactions from patents (1976-2016). The task is: Predict the reactants needed to synthesize the given product. Given the product [C:26]([C:2]1[S:6][C:5]([C:7]([O:9][CH2:10][CH3:11])=[O:8])=[C:4]([CH3:12])[CH:3]=1)#[N:27], predict the reactants needed to synthesize it. The reactants are: Br[C:2]1[S:6][C:5]([C:7]([O:9][CH2:10][CH3:11])=[O:8])=[C:4]([CH3:12])[CH:3]=1.BrC1C(C)=C(C(OCC)=O)SC=1.[Cu](C#N)[C:26]#[N:27].